From a dataset of Forward reaction prediction with 1.9M reactions from USPTO patents (1976-2016). Predict the product of the given reaction. (1) Given the reactants [CH:1]1([N:7]2[CH2:13][C:12]([CH2:15][CH3:16])([CH3:14])[C:11](=[O:17])[N:10]([CH3:18])[C:9]3[CH:19]=[N:20][C:21]([NH:23][C:24]4[CH:32]=[CH:31][C:27]([C:28](O)=[O:29])=[CH:26][C:25]=4[O:33][CH3:34])=[N:22][C:8]2=3)[CH2:6][CH2:5][CH2:4][CH2:3][CH2:2]1.[CH3:35][N:36]1[CH2:41][CH2:40][N:39]([NH2:42])[CH2:38][CH2:37]1, predict the reaction product. The product is: [CH:1]1([N:7]2[CH2:13][C:12]([CH2:15][CH3:16])([CH3:14])[C:11](=[O:17])[N:10]([CH3:18])[C:9]3[CH:19]=[N:20][C:21]([NH:23][C:24]4[CH:32]=[CH:31][C:27]([C:28]([NH:42][N:39]5[CH2:40][CH2:41][N:36]([CH3:35])[CH2:37][CH2:38]5)=[O:29])=[CH:26][C:25]=4[O:33][CH3:34])=[N:22][C:8]2=3)[CH2:6][CH2:5][CH2:4][CH2:3][CH2:2]1. (2) Given the reactants [N:1]1[C:10]2[C:5](=[CH:6][C:7]([CH2:11][N:12]3[C:16]4=[N:17][C:18]([C:21]5[CH:42]=[CH:41][C:24]([C:25]([NH:27][CH:28]6[CH2:33][CH2:32][N:31](C(OC(C)(C)C)=O)[CH2:30][CH2:29]6)=[O:26])=[CH:23][CH:22]=5)=[CH:19][CH:20]=[C:15]4[N:14]=[N:13]3)=[CH:8][CH:9]=2)[CH:4]=[CH:3][CH:2]=1.[ClH:43], predict the reaction product. The product is: [ClH:43].[NH:31]1[CH2:32][CH2:33][CH:28]([NH:27][C:25](=[O:26])[C:24]2[CH:41]=[CH:42][C:21]([C:18]3[N:17]=[C:16]4[N:12]([CH2:11][C:7]5[CH:6]=[C:5]6[C:10](=[CH:9][CH:8]=5)[N:1]=[CH:2][CH:3]=[CH:4]6)[N:13]=[N:14][C:15]4=[CH:20][CH:19]=3)=[CH:22][CH:23]=2)[CH2:29][CH2:30]1. (3) Given the reactants Cl[C:2]1[C:7]([CH2:8][CH2:9][OH:10])=[CH:6][CH:5]=[C:4]([Cl:11])[N:3]=1.[F:12][C:13]1[CH:21]=[CH:20][CH:19]=[C:18]2[C:14]=1[CH:15]=[C:16](B1OC(C)(C)C(C)(C)O1)[NH:17]2, predict the reaction product. The product is: [Cl:11][C:4]1[N:3]=[C:2]([C:16]2[NH:17][C:18]3[C:14]([CH:15]=2)=[C:13]([F:12])[CH:21]=[CH:20][CH:19]=3)[C:7]([CH2:8][CH2:9][OH:10])=[CH:6][CH:5]=1. (4) Given the reactants Br[C:2]1[CH:3]=[CH:4][C:5]([F:18])=[C:6]([C@:8]2([CH2:16][F:17])[C@@H:14]3[C@@H:12]([CH2:13]3)[O:11][C:10]([NH2:15])=[N:9]2)[CH:7]=1.[N-:19]=[N+]=[N-].[Na+].[NH4+].[Cl-].[OH-].[NH4+].CP(C)C, predict the reaction product. The product is: [NH2:19][C:2]1[CH:3]=[CH:4][C:5]([F:18])=[C:6]([C@:8]2([CH2:16][F:17])[C@@H:14]3[C@@H:12]([CH2:13]3)[O:11][C:10]([NH2:15])=[N:9]2)[CH:7]=1. (5) The product is: [CH:3]12[CH2:8][CH2:7][CH:6]([CH2:9][CH2:10]1)[CH2:5][CH:4]2[C:11]([OH:13])=[O:12]. Given the reactants [OH-].[Na+].[CH:3]12[CH2:10][CH2:9][CH:6]([CH2:7][CH2:8]1)[CH2:5][CH:4]2[C:11]([O:13]C)=[O:12], predict the reaction product. (6) Given the reactants [CH3:1][C:2]1([CH3:10])[C:5](=[O:6])[C:4]([CH3:8])([CH3:7])[C:3]1=[O:9].[H][H], predict the reaction product. The product is: [CH3:7][C:4]1([CH3:8])[CH:5]([OH:6])[C:2]([CH3:10])([CH3:1])[CH:3]1[OH:9].